From a dataset of Forward reaction prediction with 1.9M reactions from USPTO patents (1976-2016). Predict the product of the given reaction. (1) The product is: [CH:23]1([N:22]2[C:21]3[CH:29]=[CH:30][C:31]([C:33]([OH:35])=[O:34])=[CH:32][C:20]=3[N:19]=[C:18]2[C:13]2[CH:14]=[C:15]3[C:10](=[CH:11][CH:12]=2)[N:9]=[C:8]([C:6]2[CH:5]=[CH:4][C:3]4[O:37][CH2:38][CH2:39][C:2]=4[CH:7]=2)[CH:17]=[CH:16]3)[CH2:24][CH2:25][CH2:26][CH2:27][CH2:28]1. Given the reactants Br[C:2]1[CH:3]=[CH:4][C:5](O)=[C:6]([C:8]2[CH:17]=[CH:16][C:15]3[C:10](=[CH:11][CH:12]=[C:13]([C:18]4[N:22]([CH:23]5[CH2:28][CH2:27][CH2:26][CH2:25][CH2:24]5)[C:21]5[CH:29]=[CH:30][C:31]([C:33]([OH:35])=[O:34])=[CH:32][C:20]=5[N:19]=4)[CH:14]=3)[N:9]=2)[CH:7]=1.[O:37]1C2C=CC(C(=O)C)=CC=2[CH2:39][CH2:38]1.[OH-].[K+], predict the reaction product. (2) Given the reactants CC([N:5]([C@@H:9]1[CH2:14][C@@H:13]([CH3:15])[CH2:12][N:11]([C:16]2[CH:21]=[C:20]([C:22]3[CH:27]=[CH:26][C:25]([C:28]#[N:29])=[C:24]([F:30])[CH:23]=3)[N:19]=[C:18]([NH2:31])[N:17]=2)[CH2:10]1)C(=O)[O-])(C)C.[ClH:32], predict the reaction product. The product is: [ClH:32].[NH2:31][C:18]1[N:19]=[C:20]([C:22]2[CH:27]=[CH:26][C:25]([C:28]#[N:29])=[C:24]([F:30])[CH:23]=2)[CH:21]=[C:16]([N:11]2[CH2:12][C@H:13]([CH3:15])[CH2:14][C@@H:9]([NH2:5])[CH2:10]2)[N:17]=1.